This data is from Catalyst prediction with 721,799 reactions and 888 catalyst types from USPTO. The task is: Predict which catalyst facilitates the given reaction. Reactant: O.[OH-].[Li+].C[O:5][C:6]([C:8]1[CH:13]=[CH:12][C:11]([Br:14])=[CH:10][N:9]=1)=[O:7].O1CCCC1. Product: [Br:14][C:11]1[CH:12]=[CH:13][C:8]([C:6]([OH:7])=[O:5])=[N:9][CH:10]=1. The catalyst class is: 6.